From a dataset of Forward reaction prediction with 1.9M reactions from USPTO patents (1976-2016). Predict the product of the given reaction. (1) Given the reactants [Br:1][C:2]1[CH:7]=[CH:6][C:5]([S:8](Cl)(=[O:10])=[O:9])=[CH:4][C:3]=1[F:12].[CH3:13][NH:14][CH3:15], predict the reaction product. The product is: [Br:1][C:2]1[CH:7]=[CH:6][C:5]([S:8]([N:14]([CH3:15])[CH3:13])(=[O:10])=[O:9])=[CH:4][C:3]=1[F:12]. (2) The product is: [C:1]1([C:18]2[CH:23]=[CH:22][CH:21]=[CH:20][CH:19]=2)[CH:6]=[CH:5][C:4]([C:7]2[C:16]([F:17])=[CH:15][C:10]3[NH:11][C:12]([S:14][CH3:24])=[N:13][C:9]=3[CH:8]=2)=[CH:3][CH:2]=1. Given the reactants [C:1]1([C:18]2[CH:23]=[CH:22][CH:21]=[CH:20][CH:19]=2)[CH:6]=[CH:5][C:4]([C:7]2[C:16]([F:17])=[CH:15][C:10]3[NH:11][C:12](=[S:14])[NH:13][C:9]=3[CH:8]=2)=[CH:3][CH:2]=1.[CH2:24]1COCC1.CI, predict the reaction product. (3) Given the reactants Cl.[F:2][C:3]1[CH:8]=[CH:7][C:6]([NH:9][NH2:10])=[CH:5][CH:4]=1.O.[CH:12]([CH:14]=O)=[O:13], predict the reaction product. The product is: [F:2][C:3]1[CH:8]=[CH:7][C:6]([NH:9]/[N:10]=[CH:14]/[CH:12]=[O:13])=[CH:5][CH:4]=1. (4) The product is: [CH3:1][C:2]1([C:8]2[S:10][CH:12]=[C:13]([C:14]([O:16][CH2:17][CH3:18])=[O:15])[N:9]=2)[CH2:7][CH2:6][O:5][CH2:4][CH2:3]1. Given the reactants [CH3:1][C:2]1([C:8](=[S:10])[NH2:9])[CH2:7][CH2:6][O:5][CH2:4][CH2:3]1.Br[CH2:12][C:13](=O)[C:14]([O:16][CH2:17][CH3:18])=[O:15], predict the reaction product. (5) Given the reactants Cl[C:2]1[N:11]=[C:10](Cl)[C:9]2[C:4](=[CH:5][CH:6]=[CH:7][CH:8]=2)[N:3]=1.[NH2:13][C:14]1[CH:19]=[CH:18][CH:17]=[CH:16][N:15]=1.[CH3:20][C:21]1[CH:25]=[C:24]([CH3:26])[NH:23][N:22]=1, predict the reaction product. The product is: [CH3:20][C:21]1[CH:25]=[C:24]([CH3:26])[N:23]([C:2]2[N:11]=[C:10]([NH:13][C:14]3[CH:19]=[CH:18][CH:17]=[CH:16][N:15]=3)[C:9]3[C:4](=[CH:5][CH:6]=[CH:7][CH:8]=3)[N:3]=2)[N:22]=1. (6) Given the reactants Cl[C:2]1[N:7]=[C:6]([NH:8][C:9]2[CH:14]=[CH:13][C:12]([O:15][CH3:16])=[CH:11][CH:10]=2)[CH:5]=[CH:4][CH:3]=1.[CH2:17]([CH2:20][OH:21])[CH2:18][NH2:19], predict the reaction product. The product is: [CH3:16][O:15][C:12]1[CH:13]=[CH:14][C:9]([NH:8][C:6]2[N:7]=[C:2]([NH:19][CH2:18][CH2:17][CH2:20][OH:21])[CH:3]=[CH:4][CH:5]=2)=[CH:10][CH:11]=1. (7) Given the reactants C1C(=O)N([Cl:8])C(=O)C1.[CH3:9][N:10]1[C:14]([C:15]2[CH:16]=[C:17]([C:20]([O:22][CH3:23])=[O:21])[S:18][CH:19]=2)=[C:13]([CH3:24])[CH:12]=[N:11]1, predict the reaction product. The product is: [Cl:8][C:12]1[C:13]([CH3:24])=[C:14]([C:15]2[CH:16]=[C:17]([C:20]([O:22][CH3:23])=[O:21])[S:18][CH:19]=2)[N:10]([CH3:9])[N:11]=1. (8) The product is: [F:14][C:12]1([F:15])[O:13][C:3]2[CH:2]=[CH:1][C:6]([NH:7][C:8]([NH:35][C:31]3[CH:30]=[C:29]([CH:34]=[CH:33][CH:32]=3)[O:28][C:26]3[CH:25]=[CH:24][N:23]=[C:22]([C:20]([O:19][CH3:18])=[O:21])[CH:27]=3)=[O:9])=[CH:5][C:4]=2[C:10]([F:16])([F:17])[O:11]1. Given the reactants [CH:1]1[C:6]([N:7]=[C:8]=[O:9])=[CH:5][C:4]2[C:10]([F:17])([F:16])[O:11][C:12]([F:15])([F:14])[O:13][C:3]=2[CH:2]=1.[CH3:18][O:19][C:20]([C:22]1[CH:27]=[C:26]([O:28][C:29]2[CH:34]=[CH:33][CH:32]=[C:31]([NH2:35])[CH:30]=2)[CH:25]=[CH:24][N:23]=1)=[O:21], predict the reaction product. (9) Given the reactants C[O-].[Na+].[CH3:4][N:5]1[C:20]2[C:19]3([C:21]4[CH:26]=[CH:25][CH:24]=[CH:23][CH:22]=4)[CH:11]([CH:12]([CH3:27])[C:13]4[O:17][N:16]=[CH:15][C:14]=4[CH2:18]3)[CH2:10][CH2:9][C:8]=2[C:7]([C:28]2[CH:33]=[CH:32][CH:31]=[CH:30][CH:29]=2)=[N:6]1, predict the reaction product. The product is: [CH3:4][N:5]1[C:20]2[C:19]3([C:21]4[CH:26]=[CH:25][CH:24]=[CH:23][CH:22]=4)[CH2:18][CH:14]([C:15]#[N:16])[C:13](=[O:17])[CH:12]([CH3:27])[CH:11]3[CH2:10][CH2:9][C:8]=2[C:7]([C:28]2[CH:29]=[CH:30][CH:31]=[CH:32][CH:33]=2)=[N:6]1.